From a dataset of Reaction yield outcomes from USPTO patents with 853,638 reactions. Predict the reaction yield, written as a fraction of the theoretical maximum amount of product (1.0 means a 100% yield; for example, 0.34 means a 34% yield). The reactants are [CH:1]1([NH:4][C:5](=[O:36])[C:6]2[CH:11]=[CH:10][C:9]([C:12]3[N:16]4[CH:17]=[C:18]([C:26]5[CH:31]=[CH:30][C:29]([S:32][CH:33]6[CH2:35][CH2:34]6)=[CH:28][CH:27]=5)[N:19]=[C:20]([NH:21][CH2:22][CH:23]([CH3:25])[CH3:24])[C:15]4=[N:14][CH:13]=3)=[CH:8][CH:7]=2)[CH2:3][CH2:2]1.[O:37]1CO1. The catalyst is ClCCl.CC(C)=O. The product is [CH:1]1([NH:4][C:5](=[O:36])[C:6]2[CH:7]=[CH:8][C:9]([C:12]3[N:16]4[CH:17]=[C:18]([C:26]5[CH:27]=[CH:28][C:29]([S:32]([CH:33]6[CH2:35][CH2:34]6)=[O:37])=[CH:30][CH:31]=5)[N:19]=[C:20]([NH:21][CH2:22][CH:23]([CH3:25])[CH3:24])[C:15]4=[N:14][CH:13]=3)=[CH:10][CH:11]=2)[CH2:3][CH2:2]1. The yield is 0.590.